The task is: Predict which catalyst facilitates the given reaction.. This data is from Catalyst prediction with 721,799 reactions and 888 catalyst types from USPTO. Reactant: [CH2:1]([C:5]1[CH:10]=[CH:9][C:8](B(O)O)=[CH:7][CH:6]=1)[CH2:2][CH2:3][CH3:4].Br[C:15]1[CH:20]=[CH:19][C:18]([C:21](=[O:26])[C:22]([F:25])([F:24])[F:23])=[CH:17][CH:16]=1.C(=O)([O-])[O-].[Na+].[Na+].[Cl-].[Li+]. Product: [CH2:1]([C:5]1[CH:10]=[CH:9][C:8]([C:15]2[CH:20]=[CH:19][C:18]([C:21](=[O:26])[C:22]([F:24])([F:25])[F:23])=[CH:17][CH:16]=2)=[CH:7][CH:6]=1)[CH2:2][CH2:3][CH3:4]. The catalyst class is: 669.